Binary Classification. Given a T-cell receptor sequence (or CDR3 region) and an epitope sequence, predict whether binding occurs between them. From a dataset of TCR-epitope binding with 47,182 pairs between 192 epitopes and 23,139 TCRs. (1) The epitope is LQPFPQPELPYPQPQ. The TCR CDR3 sequence is CSGAETYEQYF. Result: 0 (the TCR does not bind to the epitope). (2) The epitope is KTSVDCTMYI. The TCR CDR3 sequence is CASSLNYPDRGTQYF. Result: 0 (the TCR does not bind to the epitope).